The task is: Binary Classification. Given a T-cell receptor sequence (or CDR3 region) and an epitope sequence, predict whether binding occurs between them.. This data is from TCR-epitope binding with 47,182 pairs between 192 epitopes and 23,139 TCRs. (1) The epitope is PROT_97E67BCC. The TCR CDR3 sequence is CASSFGARGRNYEQYF. Result: 0 (the TCR does not bind to the epitope). (2) The epitope is FPRPWLHGL. The TCR CDR3 sequence is CATISGVSGELFF. Result: 0 (the TCR does not bind to the epitope).